This data is from Full USPTO retrosynthesis dataset with 1.9M reactions from patents (1976-2016). The task is: Predict the reactants needed to synthesize the given product. (1) Given the product [F:18][C:16]([F:17])([F:19])[C:13]1[CH:12]=[CH:11][C:10]([C:8]2[CH:9]=[C:4]([CH2:3][OH:2])[CH:5]=[N:6][CH:7]=2)=[CH:15][CH:14]=1, predict the reactants needed to synthesize it. The reactants are: C[O:2][C:3](=O)[C:4]1[CH:9]=[C:8]([C:10]2[CH:15]=[CH:14][C:13]([C:16]([F:19])([F:18])[F:17])=[CH:12][CH:11]=2)[CH:7]=[N:6][CH:5]=1.[BH4-].[Na+]. (2) Given the product [C@H:56]1([NH:51][C:26]([C:23]2[S:22][C:21]([C:19]3[C:2]4[C:1](=[O:3])[N:29]5[C@H:31]([C:30]=4[N:35]=[C:36]([CH2:43][C:44]4[CH:45]=[CH:46][C:47]([F:50])=[CH:48][CH:49]=4)[C:37]=3[C:38]([O:40][CH2:41][CH3:42])=[O:39])[CH2:32][CH2:33][CH2:34]5)=[N:25][CH:24]=2)=[O:28])[C:55]2[C:54](=[CH:73][CH:72]=[CH:71][CH:70]=2)[CH2:53][CH2:52]1, predict the reactants needed to synthesize it. The reactants are: [CH2:1]([O:3]C(=O)CC(=O)CN(C(OC(C)(C)C)=O)C)[CH3:2].[CH:19]([C:21]1[S:22][C:23]([C:26]([OH:28])=O)=[CH:24][N:25]=1)=O.[NH:29]1[CH2:34][CH2:33][CH2:32][CH2:31][CH2:30]1.[NH2:35]/[C:36](/[CH2:43][C:44]1[CH:49]=[CH:48][C:47]([F:50])=[CH:46][CH:45]=1)=[CH:37]\[C:38]([O:40][CH2:41][CH3:42])=[O:39].[NH:51]1[CH:56]=[CH:55][CH:54]=[CH:53][CH2:52]1.CCN=C=NCCCN(C)C.C1C=[CH:70][C:71]2N(O)N=N[C:72]=2[CH:73]=1.Cl. (3) Given the product [ClH:19].[CH3:3][O:4][C@H:5]1[CH2:10][CH2:9][C@H:8]([NH2:11])[CH2:7][CH2:6]1, predict the reactants needed to synthesize it. The reactants are: N#N.[CH3:3][O:4][C@H:5]1[CH2:10][CH2:9][C@H:8]([NH:11]C(=O)OC(C)(C)C)[CH2:7][CH2:6]1.[ClH:19]. (4) Given the product [CH3:3][CH:2]([CH2:4][CH2:5][CH2:6][C@H:7]([C@@H:9]1[C@:26]2([CH3:27])[C@H:12]([C@H:13]3[C@H:23]([CH2:24][CH2:25]2)[C@:21]2([CH3:22])[CH:16]([CH2:17][CH:51]([O:52][CH2:33][CH2:32][C:31]#[N:34])[CH2:50][CH2:20]2)[CH2:15][CH2:14]3)[CH2:11][CH2:10]1)[CH3:8])[CH3:1], predict the reactants needed to synthesize it. The reactants are: [CH2:1](O)[CH:2]([CH2:4][CH2:5][CH2:6][C@H:7]([C@@H:9]1[C@:26]2([CH3:27])[C@H:12]([C@H:13]3[C@H:23]([CH2:24][CH2:25]2)[C@:21]2([CH3:22])[CH:16]([CH2:17]CC[CH2:20]2)[CH2:15][CH2:14]3)[CH2:11][CH2:10]1)[CH3:8])[CH3:3].[OH-].[K+].[C:31](#[N:34])[CH:32]=[CH2:33].C1[O:52][CH2:51][CH2:50]OCCOCCOCCOCCOC1. (5) Given the product [F:21][C:20]([F:23])([F:22])[C:17]1[CH:18]=[CH:19][C:14]([C:11]2[CH:12]=[CH:13][C:8]3[NH:7][C:5](=[O:6])[CH2:4][O:25][CH2:24][C:9]=3[CH:10]=2)=[CH:15][CH:16]=1, predict the reactants needed to synthesize it. The reactants are: [H-].[Na+].Cl[CH2:4][C:5]([NH:7][C:8]1[CH:13]=[CH:12][C:11]([C:14]2[CH:19]=[CH:18][C:17]([C:20]([F:23])([F:22])[F:21])=[CH:16][CH:15]=2)=[CH:10][C:9]=1[CH2:24][OH:25])=[O:6]. (6) Given the product [CH2:1]([C:5]1=[CH:6][N:7]([C:11]([CH3:14])([CH3:15])[CH2:12][F:13])[S:8]/[C:9]/1=[N:10]\[C:20](=[O:21])[C:19]1[CH:23]=[C:24]([C:27]([F:29])([F:30])[F:28])[CH:25]=[CH:26][C:18]=1[O:17][CH3:16])[CH2:2][CH2:3][CH3:4], predict the reactants needed to synthesize it. The reactants are: [CH2:1]([C:5]1[C:9](=[NH:10])[S:8][N:7]([C:11]([CH3:15])([CH3:14])[CH2:12][F:13])[CH:6]=1)[CH2:2][CH2:3][CH3:4].[CH3:16][O:17][C:18]1[CH:26]=[CH:25][C:24]([C:27]([F:30])([F:29])[F:28])=[CH:23][C:19]=1[C:20](Cl)=[O:21].C(N(CC)CC)C. (7) Given the product [Cl:16][C:17]1[N:22]=[CH:21][N:20]=[C:19]([NH:23][C:2]2[N:7]=[CH:6][C:5]([C:8]([N:10]3[CH2:15][CH2:14][O:13][CH2:12][CH2:11]3)=[O:9])=[CH:4][CH:3]=2)[CH:18]=1, predict the reactants needed to synthesize it. The reactants are: Br[C:2]1[N:7]=[CH:6][C:5]([C:8]([N:10]2[CH2:15][CH2:14][O:13][CH2:12][CH2:11]2)=[O:9])=[CH:4][CH:3]=1.[Cl:16][C:17]1[N:22]=[CH:21][N:20]=[C:19]([NH2:23])[CH:18]=1.CN(C1C(C2C(P(C3CCCCC3)C3CCCCC3)=CC=CC=2)=CC=CC=1)C.CC([O-])(C)C.[Na+].